From a dataset of Experimentally validated miRNA-target interactions with 360,000+ pairs, plus equal number of negative samples. Binary Classification. Given a miRNA mature sequence and a target amino acid sequence, predict their likelihood of interaction. The miRNA is hsa-miR-615-3p with sequence UCCGAGCCUGGGUCUCCCUCUU. Result: 1 (interaction). The protein sequence of the target gene is MAADISESSGADCKGDPRNSAKLDADYPLRVLYCGVCSLPTEYCEYMPDVAKCRQWLEKNFPNEFAKLTVENSPKQEAGISEGQGTAGEEEEKKKQKRGGRGQIKQKKKTVPQKVTIAKIPRAKKKYVTRVCGLATFEIDLKEAQRFFAQKFSCGASVTGEDEIIIQGDFTDDIIDVIQEKWPEVDDDSIEDLGEVKK.